Dataset: Forward reaction prediction with 1.9M reactions from USPTO patents (1976-2016). Task: Predict the product of the given reaction. (1) The product is: [Br:33][CH2:2][CH2:3][CH2:4][NH:5][C:6](=[O:12])[O:7][C:8]([CH3:11])([CH3:10])[CH3:9]. Given the reactants O[CH2:2][CH2:3][CH2:4][NH:5][C:6](=[O:12])[O:7][C:8]([CH3:11])([CH3:10])[CH3:9].C1(P(C2C=CC=CC=2)C2C=CC=CC=2)C=CC=CC=1.C(Br)(Br)(Br)[Br:33], predict the reaction product. (2) Given the reactants [NH:1]1[CH2:5][CH2:4][CH2:3][C:2]1=[N:6][C:7]#[N:8].[K].Br[CH2:11][C:12]([C:14]1[CH:19]=[CH:18][C:17]([CH3:20])=[CH:16][CH:15]=1)=[O:13], predict the reaction product. The product is: [O:13]=[C:12]([C:14]1[CH:19]=[CH:18][C:17]([CH3:20])=[CH:16][CH:15]=1)[CH2:11][N:1]1[CH2:5][CH2:4][CH2:3][C:2]1=[N:6][C:7]#[N:8].